Dataset: Reaction yield outcomes from USPTO patents with 853,638 reactions. Task: Predict the reaction yield, written as a fraction of the theoretical maximum amount of product (1.0 means a 100% yield; for example, 0.34 means a 34% yield). (1) The reactants are [CH3:1][O:2][C:3]([C:5]1[S:6][C:7]([C:10](=O)[CH2:11]Br)=[CH:8][CH:9]=1)=[O:4].[C:14]([NH:21][C:22]([NH2:24])=[S:23])([O:16][C:17]([CH3:20])([CH3:19])[CH3:18])=[O:15].CC([O-])=O.[Na+]. The catalyst is CCO. The product is [CH3:1][O:2][C:3]([C:5]1[S:6][C:7]([C:10]2[N:24]=[C:22]([NH:21][C:14]([O:16][C:17]([CH3:20])([CH3:19])[CH3:18])=[O:15])[S:23][CH:11]=2)=[CH:8][CH:9]=1)=[O:4]. The yield is 0.260. (2) The reactants are COC1C=CC(C[N:8]2[C:12]3=[N:13][CH:14]=[CH:15][C:16]([O:17][C:18]4[CH:23]=[CH:22][C:21]([N+:24]([O-:26])=[O:25])=[CH:20][C:19]=4[F:27])=[C:11]3[CH:10]=[N:9]2)=CC=1.C(O)(C(F)(F)F)=O. No catalyst specified. The product is [F:27][C:19]1[CH:20]=[C:21]([N+:24]([O-:26])=[O:25])[CH:22]=[CH:23][C:18]=1[O:17][C:16]1[CH:15]=[CH:14][N:13]=[C:12]2[NH:8][N:9]=[CH:10][C:11]=12. The yield is 0.970. (3) The catalyst is CS(C)=O. The reactants are [OH:1][C@H:2]1[CH2:7][N:6]([CH2:8][C:9]2[CH:14]=[CH:13][C:12]([O:15][CH3:16])=[CH:11][CH:10]=2)[C:5](=[O:17])[CH2:4][CH2:3]1.[Cl:18][C:19]1[C:20](F)=[CH:21][C:22]([F:32])=[C:23]([CH:31]=1)[C:24]([O:26][C:27]([CH3:30])([CH3:29])[CH3:28])=[O:25].C(=O)([O-])[O-].[Cs+].[Cs+]. The product is [Cl:18][C:19]1[C:20]([O:1][C@@H:2]2[CH2:3][CH2:4][C:5](=[O:17])[N:6]([CH2:8][C:9]3[CH:14]=[CH:13][C:12]([O:15][CH3:16])=[CH:11][CH:10]=3)[CH2:7]2)=[CH:21][C:22]([F:32])=[C:23]([CH:31]=1)[C:24]([O:26][C:27]([CH3:28])([CH3:29])[CH3:30])=[O:25]. The yield is 0.830.